From a dataset of Peptide-MHC class I binding affinity with 185,985 pairs from IEDB/IMGT. Regression. Given a peptide amino acid sequence and an MHC pseudo amino acid sequence, predict their binding affinity value. This is MHC class I binding data. The peptide sequence is LQLTAVFAY. The MHC is HLA-A11:01 with pseudo-sequence HLA-A11:01. The binding affinity (normalized) is 0.298.